Task: Predict the reaction yield, written as a fraction of the theoretical maximum amount of product (1.0 means a 100% yield; for example, 0.34 means a 34% yield).. Dataset: Reaction yield outcomes from USPTO patents with 853,638 reactions (1) The reactants are [CH3:1][S:2][CH2:3][S:4]([C:7]1[CH:12]=[CH:11][CH:10]=[CH:9][CH:8]=1)(=[O:6])=[O:5].[H-].[Na+].Br[CH2:16][C@@:17]1([C:22]2[C:31]3[C:26](=[CH:27][CH:28]=[CH:29][CH:30]=3)[CH:25]=[CH:24][CH:23]=2)[CH2:19][CH:18]1[CH2:20]Br.C(OCC)(=O)C.CCCCCC. The catalyst is CN(C)C=O. The product is [C:7]1([S:4]([C:3]2([S:2][CH3:1])[CH2:20][C@H:18]3[C@:17]([C:22]4[C:31]5[C:26](=[CH:27][CH:28]=[CH:29][CH:30]=5)[CH:25]=[CH:24][CH:23]=4)([CH2:19]3)[CH2:16]2)(=[O:5])=[O:6])[CH:12]=[CH:11][CH:10]=[CH:9][CH:8]=1. The yield is 0.530. (2) The reactants are C([O:3][P:4]([CH2:9][CH2:10][C@@:11]1([NH:30]C(=O)OC(C)(C)C)[CH2:15][CH2:14][C@H:13]([C:16]2[CH:21]=[CH:20][C:19]([CH2:22][CH2:23][CH2:24][CH2:25][CH2:26][CH2:27][CH2:28][CH3:29])=[CH:18][CH:17]=2)[CH2:12]1)([O:6]CC)=[O:5])C.Br[Si](C)(C)C.O.CCCCC. The catalyst is ClCCl. The product is [NH2:30][C@:11]1([CH2:10][CH2:9][P:4](=[O:3])([OH:6])[OH:5])[CH2:15][CH2:14][C@H:13]([C:16]2[CH:21]=[CH:20][C:19]([CH2:22][CH2:23][CH2:24][CH2:25][CH2:26][CH2:27][CH2:28][CH3:29])=[CH:18][CH:17]=2)[CH2:12]1. The yield is 0.900. (3) The reactants are Br[C:2]1[CH:7]=[CH:6][CH:5]=[CH:4][N:3]=1.[Cl:8][C:9]1[CH:14]=[CH:13][CH:12]=[CH:11][C:10]=1[N:15]([CH3:22])[C:16](=[O:21])[CH2:17][CH2:18][C:19]#[CH:20]. No catalyst specified. The product is [Cl:8][C:9]1[CH:14]=[CH:13][CH:12]=[CH:11][C:10]=1[N:15]([CH3:22])[C:16](=[O:21])[CH2:17][CH2:18][C:19]#[C:20][C:2]1[CH:7]=[CH:6][CH:5]=[CH:4][N:3]=1. The yield is 0.0700. (4) The reactants are [CH:1]1([CH2:4][O:5][C:6]2[C:7]([OH:24])=[C:8]([C:14]3[CH:22]=[CH:21][CH:20]=[C:19]4[C:15]=3[CH2:16][CH2:17][C:18]4=[O:23])[CH:9]=[CH:10][C:11]=2[O:12][CH3:13])[CH2:3][CH2:2]1.C(=O)([O-])[O-].[K+].[K+].[CH2:31](I)[CH3:32]. The catalyst is C(#N)C. The product is [CH:1]1([CH2:4][O:5][C:6]2[C:7]([O:24][CH2:31][CH3:32])=[C:8]([C:14]3[CH:22]=[CH:21][CH:20]=[C:19]4[C:15]=3[CH2:16][CH2:17][C:18]4=[O:23])[CH:9]=[CH:10][C:11]=2[O:12][CH3:13])[CH2:3][CH2:2]1. The yield is 0.230. (5) The reactants are [N+:1]([C:4]12S[CH:9]1[CH:8]=[CH:7][CH:6]1[S:11][CH:5]21)([O-:3])=[O:2].[BH4-].[Na+].Cl. The catalyst is C1COCC1. The product is [N+:1]([C:4]1[CH:5]=[C:6]([SH:11])[CH:7]=[CH:8][CH:9]=1)([O-:3])=[O:2]. The yield is 0.830. (6) The reactants are [OH:1][C:2]1([C:5]([OH:7])=O)[CH2:4][CH2:3]1.[Cl:8][C:9]1[CH:10]=[C:11]([NH:23][C:24]2[C:33]3[C:28](=[CH:29][CH:30]=[CH:31][C:32]=3[O:34][CH2:35][C@H:36]3[CH2:40][CH2:39][CH2:38][NH:37]3)[N:27]=[CH:26][N:25]=2)[CH:12]=[CH:13][C:14]=1[O:15][CH2:16][C:17]1[CH:22]=[CH:21][CH:20]=[CH:19][N:18]=1. No catalyst specified. The product is [Cl:8][C:9]1[CH:10]=[C:11]([NH:23][C:24]2[C:33]3[C:28](=[CH:29][CH:30]=[CH:31][C:32]=3[O:34][CH2:35][C@H:36]3[CH2:40][CH2:39][CH2:38][N:37]3[C:5]([C:2]3([OH:1])[CH2:4][CH2:3]3)=[O:7])[N:27]=[CH:26][N:25]=2)[CH:12]=[CH:13][C:14]=1[O:15][CH2:16][C:17]1[CH:22]=[CH:21][CH:20]=[CH:19][N:18]=1. The yield is 0.410. (7) The reactants are [CH3:1][N:2]([CH3:17])[C:3]1[CH:4]=[C:5]([CH:9]=[C:10]([C:12]([O:14][CH2:15][CH3:16])=[O:13])[CH:11]=1)[C:6](O)=[O:7].B.C1COCC1. The catalyst is C1COCC1. The product is [CH3:17][N:2]([CH3:1])[C:3]1[CH:11]=[C:10]([CH:9]=[C:5]([CH2:6][OH:7])[CH:4]=1)[C:12]([O:14][CH2:15][CH3:16])=[O:13]. The yield is 0.780. (8) The reactants are Br[CH2:2][CH2:3][CH2:4][N:5]1[CH:14]=[CH:13][C:12]2[C:7](=[CH:8][C:9]([C:15]([O:17][CH3:18])=[O:16])=[CH:10][CH:11]=2)[C:6]1=[O:19].[CH3:20][O:21][C:22]1[CH:27]=[CH:26][C:25]([NH:28][C:29](=[O:35])[O:30][C:31]([CH3:34])([CH3:33])[CH3:32])=[CH:24][CH:23]=1.C(=O)([O-])[O-].[Cs+].[Cs+]. The catalyst is CN(C=O)C.[I-].C([N+](CCCC)(CCCC)CCCC)CCC.O. The product is [C:31]([O:30][C:29]([N:28]([C:25]1[CH:24]=[CH:23][C:22]([O:21][CH3:20])=[CH:27][CH:26]=1)[CH2:2][CH2:3][CH2:4][N:5]1[CH:14]=[CH:13][C:12]2[C:7](=[CH:8][C:9]([C:15]([O:17][CH3:18])=[O:16])=[CH:10][CH:11]=2)[C:6]1=[O:19])=[O:35])([CH3:34])([CH3:33])[CH3:32]. The yield is 0.380. (9) The reactants are [CH2:1]([O:3][C:4]([C:6]1[CH:7]=[N:8][N:9]([C:11]2[N:15]([CH2:16][O:17][CH2:18][CH2:19][O:20][CH3:21])[C:14]3[CH:22]=[C:23]([Cl:34])[C:24](SC4C=CC(Cl)=CC=4)=[CH:25][C:13]=3[N:12]=2)[CH:10]=1)=[O:5])[CH3:2].ClC1C(SC2C=CC(Cl)=CC=2)=CC2N=C(N3C=C(C(O)=O)C=N3)NC=2C=1.[CH:61]1[CH:66]=[C:65]([Cl:67])[CH:64]=[C:63](C(OO)=O)[CH:62]=1.[S:72]([O-:76])([O-])(=[O:74])=S.[Na+].[Na+]. The catalyst is C([O-])(O)=O.[Na+].ClCCl. The product is [CH2:1]([O:3][C:4]([C:6]1[CH:7]=[N:8][N:9]([C:11]2[N:15]([CH2:16][O:17][CH2:18][CH2:19][O:20][CH3:21])[C:14]3[CH:22]=[C:23]([Cl:34])[C:24]([S:72]([C:62]4[CH:61]=[CH:66][C:65]([Cl:67])=[CH:64][CH:63]=4)(=[O:76])=[O:74])=[CH:25][C:13]=3[N:12]=2)[CH:10]=1)=[O:5])[CH3:2]. The yield is 0.890.